Dataset: Retrosynthesis with 50K atom-mapped reactions and 10 reaction types from USPTO. Task: Predict the reactants needed to synthesize the given product. (1) Given the product COCCOCOc1ccccc1C(C)(C)C, predict the reactants needed to synthesize it. The reactants are: CC(C)(C)c1ccccc1O.COCCOCCl. (2) Given the product CC(=O)NCc1ccc(C(F)(F)F)cc1, predict the reactants needed to synthesize it. The reactants are: CN(C)C(On1nnc2ccccc21)=[N+](C)C.NCc1ccc(C(F)(F)F)cc1. (3) Given the product COC(=O)CNC(=O)c1cccnc1, predict the reactants needed to synthesize it. The reactants are: COC(=O)CN.O=C(O)c1cccnc1. (4) The reactants are: CC(C)(C)OC(=O)N1CCN(Cc2c(O)cccc2-c2ccc(Cl)cc2)CC1.CN(C)CCCl. Given the product CN(C)CCOc1cccc(-c2ccc(Cl)cc2)c1CN1CCN(C(=O)OC(C)(C)C)CC1, predict the reactants needed to synthesize it.